From a dataset of NCI-60 drug combinations with 297,098 pairs across 59 cell lines. Regression. Given two drug SMILES strings and cell line genomic features, predict the synergy score measuring deviation from expected non-interaction effect. (1) Drug 1: CC1C(C(CC(O1)OC2CC(CC3=C2C(=C4C(=C3O)C(=O)C5=C(C4=O)C(=CC=C5)OC)O)(C(=O)C)O)N)O.Cl. Drug 2: CC12CCC3C(C1CCC2O)C(CC4=C3C=CC(=C4)O)CCCCCCCCCS(=O)CCCC(C(F)(F)F)(F)F. Cell line: SK-MEL-2. Synergy scores: CSS=9.79, Synergy_ZIP=-4.22, Synergy_Bliss=0.118, Synergy_Loewe=-3.76, Synergy_HSA=-0.798. (2) Drug 1: CS(=O)(=O)OCCCCOS(=O)(=O)C. Drug 2: C(CCl)NC(=O)N(CCCl)N=O. Cell line: CAKI-1. Synergy scores: CSS=11.5, Synergy_ZIP=-3.68, Synergy_Bliss=-4.16, Synergy_Loewe=-1.29, Synergy_HSA=-2.62.